From a dataset of Peptide-MHC class II binding affinity with 134,281 pairs from IEDB. Regression. Given a peptide amino acid sequence and an MHC pseudo amino acid sequence, predict their binding affinity value. This is MHC class II binding data. (1) The peptide sequence is KQNSAFINHEKNGADGK. The MHC is DRB1_0301 with pseudo-sequence DRB1_0301. The binding affinity (normalized) is 0. (2) The peptide sequence is EKKYFAATMFEPLAA. The MHC is DRB1_1001 with pseudo-sequence DRB1_1001. The binding affinity (normalized) is 0.769. (3) The peptide sequence is MLFRILSLNLIKIK. The MHC is HLA-DPA10301-DPB10402 with pseudo-sequence HLA-DPA10301-DPB10402. The binding affinity (normalized) is 1.00. (4) The peptide sequence is SQDLELSWNLNGLQAK. The MHC is DRB1_0401 with pseudo-sequence DRB1_0401. The binding affinity (normalized) is 0.676. (5) The peptide sequence is ERSLWIIFSKNLNIK. The MHC is HLA-DQA10501-DQB10301 with pseudo-sequence HLA-DQA10501-DQB10301. The binding affinity (normalized) is 0.403.